Dataset: Forward reaction prediction with 1.9M reactions from USPTO patents (1976-2016). Task: Predict the product of the given reaction. (1) Given the reactants [CH3:1][S:2]([C:5]1[C:13]2[C:8](=[CH:9][N:10]=[CH:11][CH:12]=2)[NH:7][CH:6]=1)(=[O:4])=[O:3].[Cl:14][C:15]1[CH:32]=[CH:31][C:18]2[N:19]([CH2:24][CH2:25][CH2:26][S:27]([CH3:30])(=[O:29])=[O:28])[C:20]([CH2:22]Cl)=[N:21][C:17]=2[CH:16]=1, predict the reaction product. The product is: [Cl:14][C:15]1[CH:32]=[CH:31][C:18]2[N:19]([CH2:24][CH2:25][CH2:26][S:27]([CH3:30])(=[O:28])=[O:29])[C:20]([CH2:22][N:7]3[C:8]4=[CH:9][N:10]=[CH:11][CH:12]=[C:13]4[C:5]([S:2]([CH3:1])(=[O:3])=[O:4])=[CH:6]3)=[N:21][C:17]=2[CH:16]=1. (2) Given the reactants [C:1]([N:4]1[C@@H:13]([CH:14]2[CH2:16][CH2:15]2)[C@H:12]([CH3:17])[C@@H:11]([NH:18][C:19]2[CH:24]=[CH:23][CH:22]=[CH:21][CH:20]=2)[C:10]2[N:9]=[C:8]([N:25]3[CH2:30][CH2:29][N:28](C(OC(C)(C)C)=O)[CH2:27][CH2:26]3)[CH:7]=[CH:6][C:5]1=2)(=[O:3])[CH3:2].Cl, predict the reaction product. The product is: [CH:14]1([C@H:13]2[C@H:12]([CH3:17])[C@@H:11]([NH:18][C:19]3[CH:24]=[CH:23][CH:22]=[CH:21][CH:20]=3)[C:10]3[C:5](=[CH:6][CH:7]=[C:8]([N:25]4[CH2:30][CH2:29][NH:28][CH2:27][CH2:26]4)[N:9]=3)[N:4]2[C:1](=[O:3])[CH3:2])[CH2:15][CH2:16]1. (3) The product is: [Cl:1][C:2]1[CH:3]=[C:4]([CH2:9][NH:10][C:23](=[O:24])[CH3:25])[CH:5]=[N:6][C:7]=1[Cl:8]. Given the reactants [Cl:1][C:2]1[CH:3]=[C:4]([CH2:9][NH:10]C)[CH:5]=[N:6][C:7]=1[Cl:8].CCN(CC)CC.CC(O[C:23]([CH3:25])=[O:24])=O, predict the reaction product. (4) Given the reactants [N:1]1[CH:6]=[CH:5][C:4]([NH:7][C:8](=[O:15])OCC(Cl)(Cl)Cl)=[CH:3][CH:2]=1.[N:16]1[CH:21]=[CH:20][CH:19]=[CH:18][C:17]=1[C:22]1[N:26]=[C:25]([N:27]2[CH2:32][CH2:31][NH:30][CH2:29][CH2:28]2)[S:24][N:23]=1.C(N(C(C)C)CC)(C)C.O, predict the reaction product. The product is: [N:1]1[CH:2]=[CH:3][C:4]([NH:7][C:8]([N:30]2[CH2:29][CH2:28][N:27]([C:25]3[S:24][N:23]=[C:22]([C:17]4[CH:18]=[CH:19][CH:20]=[CH:21][N:16]=4)[N:26]=3)[CH2:32][CH2:31]2)=[O:15])=[CH:5][CH:6]=1. (5) Given the reactants Br[C:2]1[CH:11]=[C:10]2[C:5]([N:6]=[CH:7][C:8]([N:12]3[CH2:17][CH2:16][O:15][CH2:14][CH2:13]3)=[N:9]2)=[CH:4][CH:3]=1.[OH:18][C:19]1[CH:20]=[C:21]([NH:25][C:26](=[O:31])[C:27]([CH3:30])([CH3:29])[CH3:28])[CH:22]=[CH:23][CH:24]=1.C([O-])([O-])=O.[Cs+].[Cs+], predict the reaction product. The product is: [O:15]1[CH2:16][CH2:17][N:12]([C:8]2[CH:7]=[N:6][C:5]3[C:10]([N:9]=2)=[CH:11][C:2]([O:18][C:19]2[CH:20]=[C:21]([NH:25][C:26](=[O:31])[C:27]([CH3:29])([CH3:28])[CH3:30])[CH:22]=[CH:23][CH:24]=2)=[CH:3][CH:4]=3)[CH2:13][CH2:14]1. (6) Given the reactants [NH:1]1[C:9]2[C:4](=[CH:5][CH:6]=[CH:7][CH:8]=2)[CH2:3][CH2:2]1.[Cl:10][CH2:11][CH2:12]Br.C(#N)C, predict the reaction product. The product is: [Cl:10][CH2:11][CH2:12][N:1]1[C:9]2[C:4](=[CH:5][CH:6]=[CH:7][CH:8]=2)[CH2:3][CH2:2]1. (7) Given the reactants [F:1][C:2]1[CH:7]=[C:6]([F:8])[CH:5]=[CH:4][C:3]=1[C:9]1[C:17]2[C:12](=[CH:13][C:14]([O:18][CH2:19][CH2:20][CH2:21][N:22]3[CH2:27][CH2:26][N:25]([S:28]([CH3:31])(=[O:30])=[O:29])[CH2:24][CH2:23]3)=[CH:15][CH:16]=2)[C:11](=[O:32])[C:10]=1C1C=CC(C)=CC=1.O1CCN(CCOC2C=C3C(C(C4C=CC=CC=4)=C(Br)C3=O)=CC=2)CC1.[F:66][C:67]1[CH:68]=[C:69](B(O)O)[CH:70]=[CH:71][C:72]=1[O:73][CH3:74], predict the reaction product. The product is: [F:66][C:67]1[CH:68]=[C:69]([C:10]2[C:11](=[O:32])[C:12]3[C:17]([C:9]=2[C:3]2[CH:4]=[CH:5][C:6]([F:8])=[CH:7][C:2]=2[F:1])=[CH:16][CH:15]=[C:14]([O:18][CH2:19][CH2:20][CH2:21][N:22]2[CH2:27][CH2:26][N:25]([S:28]([CH3:31])(=[O:30])=[O:29])[CH2:24][CH2:23]2)[CH:13]=3)[CH:70]=[CH:71][C:72]=1[O:73][CH3:74]. (8) Given the reactants C([Si](C)(C)[O:6][CH2:7][CH:8]([C:26](C)(C)[O:27][SiH2]C(C)(C)C)[CH2:9][O:10][C:11]1[C:18]([C:19]2[S:20][CH:21]=[CH:22][CH:23]=2)=[CH:17][C:14]([CH:15]=[O:16])=[C:13]([O:24][CH3:25])[CH:12]=1)(C)(C)C.[F-].C([N+](CCCC)(CCCC)CCCC)CCC, predict the reaction product. The product is: [OH:6][CH2:7][CH:8]([CH2:26][OH:27])[CH2:9][O:10][C:11]1[C:18]([C:19]2[S:20][CH:21]=[CH:22][CH:23]=2)=[CH:17][C:14]([CH:15]=[O:16])=[C:13]([O:24][CH3:25])[CH:12]=1. (9) Given the reactants [F:1][C:2]1[CH:3]=[C:4]([NH:25][C:26]([C:28]2[C:29](=[O:41])[N:30]([C:35]3[CH:40]=[CH:39][CH:38]=[CH:37][CH:36]=3)[N:31]([CH3:34])[C:32]=2[CH3:33])=[O:27])[CH:5]=[CH:6][C:7]=1[O:8][C:9]1[C:18]2[C:13](=[CH:14][C:15]([O:19][CH2:20][C:21]([OH:24])([CH3:23])[CH3:22])=[CH:16][CH:17]=2)[N:12]=[CH:11][CH:10]=1.[C:42]([OH:49])(=[O:48])/[CH:43]=[CH:44]\[C:45]([OH:47])=[O:46], predict the reaction product. The product is: [C:42]([OH:49])(=[O:48])/[CH:43]=[CH:44]\[C:45]([OH:47])=[O:46].[F:1][C:2]1[CH:3]=[C:4]([NH:25][C:26]([C:28]2[C:29](=[O:41])[N:30]([C:35]3[CH:36]=[CH:37][CH:38]=[CH:39][CH:40]=3)[N:31]([CH3:34])[C:32]=2[CH3:33])=[O:27])[CH:5]=[CH:6][C:7]=1[O:8][C:9]1[C:18]2[C:13](=[CH:14][C:15]([O:19][CH2:20][C:21]([OH:24])([CH3:23])[CH3:22])=[CH:16][CH:17]=2)[N:12]=[CH:11][CH:10]=1.